Task: Predict the product of the given reaction.. Dataset: Forward reaction prediction with 1.9M reactions from USPTO patents (1976-2016) Given the reactants [I:1][C:2]1[N:7]=[C:6]([CH3:8])[C:5]([OH:9])=[C:4]([CH3:10])[CH:3]=1.[Cl:11][C:12]1[CH:17]=[C:16](Cl)[CH:15]=[CH:14][N:13]=1.C([O-])([O-])=O.[K+].[K+].CCOC(C)=O, predict the reaction product. The product is: [Cl:11][C:12]1[CH:17]=[C:16]([O:9][C:5]2[C:6]([CH3:8])=[N:7][C:2]([I:1])=[CH:3][C:4]=2[CH3:10])[CH:15]=[CH:14][N:13]=1.